This data is from Full USPTO retrosynthesis dataset with 1.9M reactions from patents (1976-2016). The task is: Predict the reactants needed to synthesize the given product. (1) Given the product [N+:11]([C:7]1[CH:6]=[C:5]([C:14]2[O:15][C:16]([C:19]3[C:20]([C:25]([F:28])([F:27])[F:26])=[N:21][CH:22]=[CH:23][CH:24]=3)=[N:17][N:18]=2)[CH:4]=[C:3]([OH:2])[C:8]=1[OH:9])([O-:13])=[O:12], predict the reactants needed to synthesize it. The reactants are: C[O:2][C:3]1[CH:4]=[C:5]([C:14]2[O:15][C:16]([C:19]3[C:20]([C:25]([F:28])([F:27])[F:26])=[N:21][CH:22]=[CH:23][CH:24]=3)=[N:17][N:18]=2)[CH:6]=[C:7]([N+:11]([O-:13])=[O:12])[C:8]=1[O:9]C. (2) The reactants are: [NH2:1][C:2]1[N:7]=[C:6]([N:8]2[C:12]3[CH:13]=[C:14](Br)[CH:15]=[CH:16][C:11]=3[N:10]=[C:9]2[O:18][CH2:19][CH2:20][OH:21])[CH:5]=[CH:4][N:3]=1.[CH3:22][C:23]1[O:27][N:26]=[C:25]([C:28]([OH:32])([C:30]#[CH:31])[CH3:29])[CH:24]=1.C(N(CC)CC)C. Given the product [NH2:1][C:2]1[N:7]=[C:6]([N:8]2[C:12]3[CH:13]=[C:14]([C:31]#[C:30][C:28]([C:25]4[CH:24]=[C:23]([CH3:22])[O:27][N:26]=4)([OH:32])[CH3:29])[CH:15]=[CH:16][C:11]=3[N:10]=[C:9]2[O:18][CH2:19][CH2:20][OH:21])[CH:5]=[CH:4][N:3]=1, predict the reactants needed to synthesize it. (3) Given the product [F:13][C:12]([F:15])([F:14])[CH:6]([C:5]1[CH:8]=[CH:9][C:2]([I:1])=[CH:3][CH:4]=1)[OH:7], predict the reactants needed to synthesize it. The reactants are: [I:1][C:2]1[CH:9]=[CH:8][C:5]([CH:6]=[O:7])=[CH:4][CH:3]=1.C[Si](C)(C)[C:12]([F:15])([F:14])[F:13].Cl. (4) Given the product [F:1][C:2]1[CH:7]=[CH:6][CH:5]=[C:4]([CH2:8][C:9]([N+:10]([O-:12])=[O:11])=[CH:14][C:15]2[CH:20]=[CH:19][CH:18]=[CH:17][CH:16]=2)[C:3]=1[CH3:13], predict the reactants needed to synthesize it. The reactants are: [F:1][C:2]1[CH:7]=[CH:6][CH:5]=[C:4]([CH2:8][CH2:9][N+:10]([O-:12])=[O:11])[C:3]=1[CH3:13].[CH:14](=O)[C:15]1[CH:20]=[CH:19][CH:18]=[CH:17][CH:16]=1. (5) Given the product [F:9][C:10]1[CH:15]=[CH:14][C:13]([C:2]2[N:3]=[CH:4][C:5]([OH:8])=[CH:6][CH:7]=2)=[CH:12][CH:11]=1, predict the reactants needed to synthesize it. The reactants are: Br[C:2]1[CH:7]=[CH:6][C:5]([OH:8])=[CH:4][N:3]=1.[F:9][C:10]1[CH:15]=[CH:14][C:13](B(O)O)=[CH:12][CH:11]=1.